This data is from NCI-60 drug combinations with 297,098 pairs across 59 cell lines. The task is: Regression. Given two drug SMILES strings and cell line genomic features, predict the synergy score measuring deviation from expected non-interaction effect. (1) Drug 1: CNC(=O)C1=CC=CC=C1SC2=CC3=C(C=C2)C(=NN3)C=CC4=CC=CC=N4. Drug 2: CN(CC1=CN=C2C(=N1)C(=NC(=N2)N)N)C3=CC=C(C=C3)C(=O)NC(CCC(=O)O)C(=O)O. Cell line: SF-539. Synergy scores: CSS=15.5, Synergy_ZIP=-8.15, Synergy_Bliss=-6.01, Synergy_Loewe=-3.61, Synergy_HSA=-2.38. (2) Drug 1: CCN(CC)CCNC(=O)C1=C(NC(=C1C)C=C2C3=C(C=CC(=C3)F)NC2=O)C. Drug 2: C1=CC=C(C(=C1)C(C2=CC=C(C=C2)Cl)C(Cl)Cl)Cl. Cell line: SNB-19. Synergy scores: CSS=1.32, Synergy_ZIP=-1.35, Synergy_Bliss=-0.677, Synergy_Loewe=-0.488, Synergy_HSA=-0.0447. (3) Drug 1: CC1C(C(CC(O1)OC2CC(CC3=C2C(=C4C(=C3O)C(=O)C5=C(C4=O)C(=CC=C5)OC)O)(C(=O)C)O)N)O.Cl. Drug 2: CCC1=C2CN3C(=CC4=C(C3=O)COC(=O)C4(CC)O)C2=NC5=C1C=C(C=C5)O. Cell line: SN12C. Synergy scores: CSS=49.2, Synergy_ZIP=-4.14, Synergy_Bliss=-4.86, Synergy_Loewe=-14.8, Synergy_HSA=-2.41. (4) Drug 1: C1=NC(=NC(=O)N1C2C(C(C(O2)CO)O)O)N. Drug 2: CS(=O)(=O)CCNCC1=CC=C(O1)C2=CC3=C(C=C2)N=CN=C3NC4=CC(=C(C=C4)OCC5=CC(=CC=C5)F)Cl. Synergy scores: CSS=39.8, Synergy_ZIP=-9.46, Synergy_Bliss=-5.02, Synergy_Loewe=-3.34, Synergy_HSA=-1.74. Cell line: 786-0. (5) Drug 1: CC1=C2C(C(=O)C3(C(CC4C(C3C(C(C2(C)C)(CC1OC(=O)C(C(C5=CC=CC=C5)NC(=O)C6=CC=CC=C6)O)O)OC(=O)C7=CC=CC=C7)(CO4)OC(=O)C)O)C)OC(=O)C. Drug 2: C1=CN(C=N1)CC(O)(P(=O)(O)O)P(=O)(O)O. Cell line: KM12. Synergy scores: CSS=-2.02, Synergy_ZIP=0.786, Synergy_Bliss=-1.61, Synergy_Loewe=-2.93, Synergy_HSA=-5.41. (6) Synergy scores: CSS=22.6, Synergy_ZIP=3.41, Synergy_Bliss=4.46, Synergy_Loewe=2.97, Synergy_HSA=2.62. Drug 1: CC12CCC3C(C1CCC2=O)CC(=C)C4=CC(=O)C=CC34C. Cell line: SK-MEL-28. Drug 2: CCC(=C(C1=CC=CC=C1)C2=CC=C(C=C2)OCCN(C)C)C3=CC=CC=C3.C(C(=O)O)C(CC(=O)O)(C(=O)O)O. (7) Drug 1: C1CN1P(=S)(N2CC2)N3CC3. Drug 2: CC12CCC3C(C1CCC2OP(=O)(O)O)CCC4=C3C=CC(=C4)OC(=O)N(CCCl)CCCl.[Na+]. Cell line: CAKI-1. Synergy scores: CSS=2.81, Synergy_ZIP=-1.22, Synergy_Bliss=2.19, Synergy_Loewe=-5.74, Synergy_HSA=-0.435.